Task: Predict the reactants needed to synthesize the given product.. Dataset: Full USPTO retrosynthesis dataset with 1.9M reactions from patents (1976-2016) (1) The reactants are: [CH3:1][C@H:2]1[CH2:6][CH2:5][CH2:4][N:3]1[C@H:7]1[CH2:11][CH2:10][N:9]([C:12]2[CH:13]=[C:14]3[C:19](=[CH:20][CH:21]=2)[CH2:18][NH:17][CH2:16][CH2:15]3)[CH2:8]1.CC([O-])(C)C.[Na+].[CH3:28][O:29][C:30]1[CH:31]=[C:32]([N:36]=[C:37]=[O:38])[CH:33]=[CH:34][CH:35]=1. Given the product [CH3:28][O:29][C:30]1[CH:31]=[C:32]([NH:36][C:37]([N:17]2[CH2:16][CH2:15][C:14]3[C:19](=[CH:20][CH:21]=[C:12]([N:9]4[CH2:10][CH2:11][C@H:7]([N:3]5[CH2:4][CH2:5][CH2:6][C@@H:2]5[CH3:1])[CH2:8]4)[CH:13]=3)[CH2:18]2)=[O:38])[CH:33]=[CH:34][CH:35]=1, predict the reactants needed to synthesize it. (2) The reactants are: [CH3:1][S:2]([C:5]1[CH:6]=[C:7]([C:11]#[C:12][C:13]2[N:18]=[C:17]([C:19]([OH:21])=O)[CH:16]=[CH:15][CH:14]=2)[CH:8]=[CH:9][CH:10]=1)(=[O:4])=[O:3].CN(C(ON1N=NC2C=CC=CC1=2)=[N+](C)C)C.F[P-](F)(F)(F)(F)F.CCN(C(C)C)C(C)C.[CH3:55][O:56][C:57]([C:59]1[C:67]2[N:66]=[C:65]([NH2:68])[NH:64][C:63]=2[CH:62]=[CH:61][CH:60]=1)=[O:58]. Given the product [CH3:55][O:56][C:57]([C:59]1[C:67]2[N:66]=[C:65]([NH:68][C:19]([C:17]3[CH:16]=[CH:15][CH:14]=[C:13]([C:12]#[C:11][C:7]4[CH:8]=[CH:9][CH:10]=[C:5]([S:2]([CH3:1])(=[O:3])=[O:4])[CH:6]=4)[N:18]=3)=[O:21])[NH:64][C:63]=2[CH:62]=[CH:61][CH:60]=1)=[O:58], predict the reactants needed to synthesize it. (3) The reactants are: [Cl:1][C:2]1[CH:9]=[CH:8][C:5]([CH:6]=[O:7])=[C:4](F)[CH:3]=1.[N:11]1[CH:16]=[CH:15][CH:14]=[C:13]2[CH2:17][NH:18][CH2:19][C:12]=12.C(=O)([O-])[O-].[K+].[K+].CS(C)=O. Given the product [Cl:1][C:2]1[CH:9]=[CH:8][C:5]([CH:6]=[O:7])=[C:4]([N:18]2[CH2:17][C:13]3[C:12](=[N:11][CH:16]=[CH:15][CH:14]=3)[CH2:19]2)[CH:3]=1, predict the reactants needed to synthesize it. (4) Given the product [CH2:1]([C:3]1[O:7][N:6]=[C:5]([C@H:8]2[C@H:12]([C:13]3[S:14][CH:15]=[CH:16][N:17]=3)[N:11]([C:34](=[O:35])[C:33]3[CH:37]=[CH:38][C:39]([C:40]([CH3:41])([CH3:42])[CH3:43])=[C:31]([O:30][CH3:29])[CH:32]=3)[C@:10]([CH2:25][CH:26]([CH3:27])[CH3:28])([C:18]([OH:20])=[O:19])[CH2:9]2)[N:4]=1)[CH3:2], predict the reactants needed to synthesize it. The reactants are: [CH2:1]([C:3]1[O:7][N:6]=[C:5]([C@H:8]2[C@H:12]([C:13]3[S:14][CH:15]=[CH:16][N:17]=3)[NH:11][C@:10]([CH2:25][CH:26]([CH3:28])[CH3:27])([C:18]([O:20]C(C)(C)C)=[O:19])[CH2:9]2)[N:4]=1)[CH3:2].[CH3:29][O:30][C:31]1[CH:32]=[C:33]([CH:37]=[CH:38][C:39]=1[C:40]([CH3:43])([CH3:42])[CH3:41])[C:34](Cl)=[O:35].FC(F)(F)C(O)=O. (5) Given the product [CH2:1]([C:3]1[CH:8]=[CH:7][C:6]([O:29][C:26]2[CH:25]=[CH:24][C:23]([C@H:22]3[C:15]4=[N:14][S:13](=[O:30])(=[O:12])[CH2:18][CH2:17][N:16]4[CH2:19][CH2:20][CH2:21]3)=[CH:28][CH:27]=2)=[CH:5][CH:4]=1)[CH3:2], predict the reactants needed to synthesize it. The reactants are: [CH2:1]([C:3]1[CH:8]=[CH:7][C:6](B(O)O)=[CH:5][CH:4]=1)[CH3:2].[O:12]=[S:13]1(=[O:30])[CH2:18][CH2:17][N:16]2[CH2:19][CH2:20][CH2:21][C@@H:22]([C:23]3[CH:28]=[CH:27][C:26]([OH:29])=[CH:25][CH:24]=3)[C:15]2=[N:14]1.N1C=CC=CC=1.C(=O)([O-])[O-].[Cs+].[Cs+].